This data is from Forward reaction prediction with 1.9M reactions from USPTO patents (1976-2016). The task is: Predict the product of the given reaction. (1) Given the reactants [NH2:1][C:2]([CH2:7][OH:8])([CH2:5][OH:6])[CH2:3][OH:4].Cl.C([O:12][CH2:13][CH3:14])C.[C:15](OC(=O)C)(=[O:17])[CH3:16].[C:22](O)(=[O:24])[CH3:23], predict the reaction product. The product is: [C:15]([O:4][CH2:3][C:2]([NH2:1])([CH2:7][O:8][C:13](=[O:12])[CH3:14])[CH2:5][O:6][C:22](=[O:24])[CH3:23])(=[O:17])[CH3:16]. (2) Given the reactants C(OC([N:8]1[CH2:13][CH2:12][N:11]([C:14]2[S:15][C:16]([S:19]([C:22]3[CH:27]=[CH:26][N:25]=[CH:24][CH:23]=3)(=[O:21])=[O:20])=[CH:17][N:18]=2)[CH2:10][CH2:9]1)=O)(C)(C)C.[ClH:28], predict the reaction product. The product is: [ClH:28].[N:25]1[CH:24]=[CH:23][C:22]([S:19]([C:16]2[S:15][C:14]([N:11]3[CH2:10][CH2:9][NH:8][CH2:13][CH2:12]3)=[N:18][CH:17]=2)(=[O:20])=[O:21])=[CH:27][CH:26]=1.